Dataset: Catalyst prediction with 721,799 reactions and 888 catalyst types from USPTO. Task: Predict which catalyst facilitates the given reaction. (1) Reactant: [F:1][C:2]1[C:3]([O:20][CH2:21][C:22]2[CH:27]=[CH:26][CH:25]=[CH:24][CH:23]=2)=[C:4]([C:8]2[NH:9][C:10]([CH3:19])=[C:11]([CH2:15][CH:16]([CH3:18])[CH3:17])[C:12](=[O:14])[N:13]=2)[CH:5]=[CH:6][CH:7]=1.[H-].[Li+].[Br-].[Li+].[CH2:32](Br)[CH2:33][C:34]1[CH:39]=[CH:38][CH:37]=[CH:36][CH:35]=1. Product: [F:1][C:2]1[C:3]([O:20][CH2:21][C:22]2[CH:23]=[CH:24][CH:25]=[CH:26][CH:27]=2)=[C:4]([C:8]2[N:13]([CH2:32][CH2:33][C:34]3[CH:39]=[CH:38][CH:37]=[CH:36][CH:35]=3)[C:12](=[O:14])[C:11]([CH2:15][CH:16]([CH3:17])[CH3:18])=[C:10]([CH3:19])[N:9]=2)[CH:5]=[CH:6][CH:7]=1. The catalyst class is: 31. (2) Reactant: [CH3:1][O:2][C:3]1[CH:8]=[CH:7][CH:6]=[CH:5][C:4]=1[O:9][CH3:10].CN(C)CCN(C)C.CCCCCC.C([Li])CCC.[Cl:30][C:31]1[C:40]2[N:39]=C(C)[O:37][C:36](=O)[C:35]=2[CH:34]=[CH:33][CH:32]=1. Product: [NH2:39][C:40]1[C:31]([Cl:30])=[CH:32][CH:33]=[CH:34][C:35]=1[C:36]([C:5]1[CH:6]=[CH:7][CH:8]=[C:3]([O:2][CH3:1])[C:4]=1[O:9][CH3:10])=[O:37]. The catalyst class is: 7.